Dataset: Retrosynthesis with 50K atom-mapped reactions and 10 reaction types from USPTO. Task: Predict the reactants needed to synthesize the given product. Given the product O=S(=O)(Nc1ccc(F)cc1F)c1cncc(-c2ccc3nccc(Cl)c3n2)c1, predict the reactants needed to synthesize it. The reactants are: CC1(C)OB(c2cncc(S(=O)(=O)Nc3ccc(F)cc3F)c2)OC1(C)C.O=S(=O)(Oc1ccc2nccc(Cl)c2n1)C(F)(F)F.